Dataset: Full USPTO retrosynthesis dataset with 1.9M reactions from patents (1976-2016). Task: Predict the reactants needed to synthesize the given product. (1) The reactants are: Cl[C:2]1[C:7]2=[CH:8][N:9]([CH2:11][C:12]3[CH:13]=[N:14][C:15]([O:19][CH2:20][C:21]([F:24])([F:23])[F:22])=[C:16]([CH3:18])[CH:17]=3)[N:10]=[C:6]2[CH:5]=[CH:4][N:3]=1.[NH:25]1[CH2:30][CH2:29][O:28][CH2:27][CH2:26]1.C(=O)([O-])[O-].[K+].[K+]. Given the product [CH3:18][C:16]1[CH:17]=[C:12]([CH2:11][N:9]2[CH:8]=[C:7]3[C:2]([N:25]4[CH2:30][CH2:29][O:28][CH2:27][CH2:26]4)=[N:3][CH:4]=[CH:5][C:6]3=[N:10]2)[CH:13]=[N:14][C:15]=1[O:19][CH2:20][C:21]([F:24])([F:23])[F:22], predict the reactants needed to synthesize it. (2) The reactants are: [N:1]([C@@H:4]([C@@H:29]([C:36]1[CH:41]=[CH:40][C:39]([F:42])=[CH:38][CH:37]=1)[CH:30]1[CH2:35][CH2:34][O:33][CH2:32][CH2:31]1)[C:5]([NH:7][C:8]1[CH:13]=[CH:12][CH:11]=[C:10]([F:14])[C:9]=1[CH2:15][CH2:16][CH:17]1[CH2:19][N@@:18]1[S:20]([C:23]1[CH:28]=[CH:27][CH:26]=[CH:25][CH:24]=1)(=[O:22])=[O:21])=[O:6])=[N+:2]=[N-:3].[NH2:43][CH2:44][C@H:45]([OH:47])[CH3:46]. Given the product [N:1]([C@@H:4]([C@@H:29]([C:36]1[CH:37]=[CH:38][C:39]([F:42])=[CH:40][CH:41]=1)[CH:30]1[CH2:35][CH2:34][O:33][CH2:32][CH2:31]1)[C:5]([NH:7][C:8]1[CH:13]=[CH:12][CH:11]=[C:10]([F:14])[C:9]=1[CH2:15][CH2:16][C@H:17]([NH:18][S:20]([C:23]1[CH:28]=[CH:27][CH:26]=[CH:25][CH:24]=1)(=[O:22])=[O:21])[CH2:19][NH:43][CH2:44][C@H:45]([OH:47])[CH3:46])=[O:6])=[N+:2]=[N-:3], predict the reactants needed to synthesize it. (3) Given the product [CH3:1][O:2][C:3](=[O:55])[C@@H:4]([NH:20][C:21]([C@@H:23]1[CH2:36][C:35]2[CH:34]=[C:33]3[C:28]([O:29][C@H:30]([C:39]4[CH:40]=[CH:41][C:42]([O:45][CH2:60][C:59]5[CH:62]=[CH:63][C:64]([Cl:65])=[C:57]([Cl:56])[CH:58]=5)=[CH:43][CH:44]=4)[C:31](=[O:38])[N:32]3[CH3:37])=[CH:27][C:26]=2[CH2:25][N:24]1[C@H:46]([C:49]1[CH:50]=[CH:51][CH:52]=[CH:53][CH:54]=1)[CH2:47][CH3:48])=[O:22])[CH2:5][C:6]1[CH:11]=[CH:10][C:9]([C:12]2[CH:13]=[CH:14][C:15]([C:18]#[N:19])=[CH:16][CH:17]=2)=[CH:8][CH:7]=1, predict the reactants needed to synthesize it. The reactants are: [CH3:1][O:2][C:3](=[O:55])[C@@H:4]([NH:20][C:21]([C@@H:23]1[CH2:36][C:35]2[CH:34]=[C:33]3[C:28]([O:29][C@H:30]([C:39]4[CH:44]=[CH:43][C:42]([OH:45])=[CH:41][CH:40]=4)[C:31](=[O:38])[N:32]3[CH3:37])=[CH:27][C:26]=2[CH2:25][N:24]1[C@H:46]([C:49]1[CH:54]=[CH:53][CH:52]=[CH:51][CH:50]=1)[CH2:47][CH3:48])=[O:22])[CH2:5][C:6]1[CH:11]=[CH:10][C:9]([C:12]2[CH:17]=[CH:16][C:15]([C:18]#[N:19])=[CH:14][CH:13]=2)=[CH:8][CH:7]=1.[Cl:56][C:57]1[CH:58]=[C:59]([CH:62]=[CH:63][C:64]=1[Cl:65])[CH2:60]Br.C(=O)([O-])[O-].[K+].[K+].C(=O)(O)[O-].[Na+]. (4) Given the product [CH2:1]([C:3]1[N:13]([CH2:14][C:15]2[CH:20]=[CH:19][C:18](/[CH:21]=[CH:22]/[CH2:23][N:31]3[CH2:32][CH2:33][N:28]([CH2:25][CH2:26][CH3:27])[CH2:29][CH2:30]3)=[CH:17][CH:16]=2)[C:6]2=[N:7][C:8]([CH3:12])=[CH:9][C:10]([CH3:11])=[C:5]2[N:4]=1)[CH3:2], predict the reactants needed to synthesize it. The reactants are: [CH2:1]([C:3]1[N:13]([CH2:14][C:15]2[CH:20]=[CH:19][C:18](/[CH:21]=[CH:22]/[CH2:23]O)=[CH:17][CH:16]=2)[C:6]2=[N:7][C:8]([CH3:12])=[CH:9][C:10]([CH3:11])=[C:5]2[N:4]=1)[CH3:2].[CH2:25]([N:28]1[CH2:33][CH2:32][NH:31][CH2:30][CH2:29]1)[CH2:26][CH3:27]. (5) Given the product [S:1]1[CH2:5][CH2:4][C@@H:3]([CH2:6][CH2:7][CH2:8][CH2:9][C:10]([O:12][CH2:14][C:15]2[C:24]3[C:19](=[CH:20][C:21]([OH:25])=[CH:22][CH:23]=3)[O:18][C:17](=[O:26])[CH:16]=2)=[O:11])[S:2]1, predict the reactants needed to synthesize it. The reactants are: [S:1]1[CH2:5][CH2:4][C@@H:3]([CH2:6][CH2:7][CH2:8][CH2:9][C:10]([OH:12])=[O:11])[S:2]1.Cl[CH2:14][C:15]1[C:24]2[C:19](=[CH:20][C:21]([OH:25])=[CH:22][CH:23]=2)[O:18][C:17](=[O:26])[CH:16]=1.N12CCCN=C1CCCCC2.